This data is from Forward reaction prediction with 1.9M reactions from USPTO patents (1976-2016). The task is: Predict the product of the given reaction. Given the reactants [CH3:1][O:2][CH:3]1[CH2:6][N:5]([C:7]2[N:12]=[CH:11][C:10]([C:13]3[CH2:14][CH2:15][N:16](C(OC(C)(C)C)=O)[CH2:17][CH:18]=3)=[CH:9][N:8]=2)[CH2:4]1.Cl.O1CCOCC1, predict the reaction product. The product is: [CH3:1][O:2][CH:3]1[CH2:4][N:5]([C:7]2[N:8]=[CH:9][C:10]([CH:13]3[CH2:14][CH2:15][NH:16][CH2:17][CH2:18]3)=[CH:11][N:12]=2)[CH2:6]1.